From a dataset of Peptide-MHC class I binding affinity with 185,985 pairs from IEDB/IMGT. Regression. Given a peptide amino acid sequence and an MHC pseudo amino acid sequence, predict their binding affinity value. This is MHC class I binding data. The peptide sequence is QRRTLDLLK. The MHC is H-2-Kb with pseudo-sequence H-2-Kb. The binding affinity (normalized) is 0.0562.